From a dataset of Reaction yield outcomes from USPTO patents with 853,638 reactions. Predict the reaction yield, written as a fraction of the theoretical maximum amount of product (1.0 means a 100% yield; for example, 0.34 means a 34% yield). The reactants are [Cl:1][CH2:2][CH2:3][CH2:4][O:5][C:6]1[CH:7]=[C:8]([CH:13]=[CH:14][C:15]=1[O:16][CH3:17])[C:9]([O:11][CH3:12])=[O:10].[N:18]([O-:20])=[O:19].[Na+].C(O)(=O)C.[N+]([O-])(O)=O. The catalyst is O. The product is [CH3:17][O:16][C:15]1[C:6]([O:5][CH2:4][CH2:3][CH2:2][Cl:1])=[CH:7][C:8]([C:9]([O:11][CH3:12])=[O:10])=[C:13]([N+:18]([O-:20])=[O:19])[CH:14]=1. The yield is 0.950.